This data is from Merck oncology drug combination screen with 23,052 pairs across 39 cell lines. The task is: Regression. Given two drug SMILES strings and cell line genomic features, predict the synergy score measuring deviation from expected non-interaction effect. (1) Cell line: HCT116. Drug 1: CCN(CC)CCNC(=O)c1c(C)[nH]c(C=C2C(=O)Nc3ccc(F)cc32)c1C. Synergy scores: synergy=14.6. Drug 2: CC1(c2nc3c(C(N)=O)cccc3[nH]2)CCCN1. (2) Cell line: NCIH520. Drug 2: CCc1cnn2c(NCc3ccc[n+]([O-])c3)cc(N3CCCCC3CCO)nc12. Synergy scores: synergy=-42.0. Drug 1: CC(C)CC(NC(=O)C(Cc1ccccc1)NC(=O)c1cnccn1)B(O)O. (3) Drug 1: CN1C(=O)C=CC2(C)C3CCC4(C)C(NC(=O)OCC(F)(F)F)CCC4C3CCC12. Drug 2: CC(C)CC(NC(=O)C(Cc1ccccc1)NC(=O)c1cnccn1)B(O)O. Cell line: ZR751. Synergy scores: synergy=-48.4. (4) Drug 1: CS(=O)(=O)CCNCc1ccc(-c2ccc3ncnc(Nc4ccc(OCc5cccc(F)c5)c(Cl)c4)c3c2)o1. Drug 2: COC1CC2CCC(C)C(O)(O2)C(=O)C(=O)N2CCCCC2C(=O)OC(C(C)CC2CCC(OP(C)(C)=O)C(OC)C2)CC(=O)C(C)C=C(C)C(O)C(OC)C(=O)C(C)CC(C)C=CC=CC=C1C. Cell line: HT29. Synergy scores: synergy=21.7. (5) Drug 1: CS(=O)(=O)CCNCc1ccc(-c2ccc3ncnc(Nc4ccc(OCc5cccc(F)c5)c(Cl)c4)c3c2)o1. Drug 2: COC1=C2CC(C)CC(OC)C(O)C(C)C=C(C)C(OC(N)=O)C(OC)C=CC=C(C)C(=O)NC(=CC1=O)C2=O. Cell line: KPL1. Synergy scores: synergy=18.5. (6) Drug 1: O=C(CCCCCCC(=O)Nc1ccccc1)NO. Drug 2: Cn1c(=O)n(-c2ccc(C(C)(C)C#N)cc2)c2c3cc(-c4cnc5ccccc5c4)ccc3ncc21. Cell line: RKO. Synergy scores: synergy=20.0. (7) Drug 2: CC1(c2nc3c(C(N)=O)cccc3[nH]2)CCCN1. Synergy scores: synergy=-21.7. Cell line: HCT116. Drug 1: CN(Cc1cnc2nc(N)nc(N)c2n1)c1ccc(C(=O)NC(CCC(=O)O)C(=O)O)cc1. (8) Drug 1: CCC1(O)CC2CN(CCc3c([nH]c4ccccc34)C(C(=O)OC)(c3cc4c(cc3OC)N(C)C3C(O)(C(=O)OC)C(OC(C)=O)C5(CC)C=CCN6CCC43C65)C2)C1. Drug 2: C#Cc1cccc(Nc2ncnc3cc(OCCOC)c(OCCOC)cc23)c1. Cell line: HT29. Synergy scores: synergy=49.7. (9) Drug 1: CN(Cc1cnc2nc(N)nc(N)c2n1)c1ccc(C(=O)NC(CCC(=O)O)C(=O)O)cc1. Drug 2: CCN(CC)CCNC(=O)c1c(C)[nH]c(C=C2C(=O)Nc3ccc(F)cc32)c1C. Cell line: UACC62. Synergy scores: synergy=-8.13.